Dataset: Full USPTO retrosynthesis dataset with 1.9M reactions from patents (1976-2016). Task: Predict the reactants needed to synthesize the given product. Given the product [CH:1]([NH:3][CH:4]([CH:10]1[CH2:15][CH2:14][O:13][CH2:12][CH2:11]1)[C:5]([OH:7])=[O:6])=[O:2], predict the reactants needed to synthesize it. The reactants are: [CH:1]([NH:3][CH:4]([CH:10]1[CH2:15][CH2:14][O:13][CH2:12][CH2:11]1)[C:5]([O:7]CC)=[O:6])=[O:2].[OH-].[Na+].Cl.